This data is from Peptide-MHC class II binding affinity with 134,281 pairs from IEDB. The task is: Regression. Given a peptide amino acid sequence and an MHC pseudo amino acid sequence, predict their binding affinity value. This is MHC class II binding data. (1) The MHC is DRB1_1302 with pseudo-sequence DRB1_1302. The peptide sequence is AAVELARALVRAVAE. The binding affinity (normalized) is 0.890. (2) The peptide sequence is CRKELAAVSVDCSEY. The MHC is DRB3_0101 with pseudo-sequence DRB3_0101. The binding affinity (normalized) is 0.457.